Dataset: CYP1A2 inhibition data for predicting drug metabolism from PubChem BioAssay. Task: Regression/Classification. Given a drug SMILES string, predict its absorption, distribution, metabolism, or excretion properties. Task type varies by dataset: regression for continuous measurements (e.g., permeability, clearance, half-life) or binary classification for categorical outcomes (e.g., BBB penetration, CYP inhibition). Dataset: cyp1a2_veith. (1) The result is 0 (non-inhibitor). The compound is Cc1cc(C)c(NC(=O)NC(=O)c2ccc(F)cc2)c(C)n1. (2) The compound is COc1cccc(-c2ccc3ncnc(N4CCOCC4)c3c2)c1. The result is 1 (inhibitor).